Dataset: Merck oncology drug combination screen with 23,052 pairs across 39 cell lines. Task: Regression. Given two drug SMILES strings and cell line genomic features, predict the synergy score measuring deviation from expected non-interaction effect. Drug 1: COc1cc(C2c3cc4c(cc3C(OC3OC5COC(C)OC5C(O)C3O)C3COC(=O)C23)OCO4)cc(OC)c1O. Drug 2: NC(=O)c1cccc2cn(-c3ccc(C4CCCNC4)cc3)nc12. Cell line: SKMEL30. Synergy scores: synergy=12.7.